This data is from HIV replication inhibition screening data with 41,000+ compounds from the AIDS Antiviral Screen. The task is: Binary Classification. Given a drug SMILES string, predict its activity (active/inactive) in a high-throughput screening assay against a specified biological target. The molecule is O=[N+]([O-])C1(C2([N+](=O)[O-])CCCC2)CCCC1. The result is 0 (inactive).